This data is from Full USPTO retrosynthesis dataset with 1.9M reactions from patents (1976-2016). The task is: Predict the reactants needed to synthesize the given product. (1) Given the product [Cl:1][C:2]1[CH:3]=[CH:4][C:5]([CH2:6][N:7]([CH2:26][C:27]2[NH:46][N:45]=[N:44][N:28]=2)[C:8]([C:10]2([CH3:25])[CH2:13][CH2:12][N:11]2[C:14](=[O:24])[CH2:15][C:16]2[CH:21]=[C:20]([CH3:22])[CH:19]=[C:18]([CH3:23])[CH:17]=2)=[O:9])=[CH:29][CH:30]=1, predict the reactants needed to synthesize it. The reactants are: [Cl:1][C:2]1[CH:30]=[CH:29][C:5]([CH2:6][N:7]([CH2:26][C:27]#[N:28])[C:8]([C:10]2([CH3:25])[CH2:13][CH2:12][N:11]2[C:14](=[O:24])[CH2:15][C:16]2[CH:21]=[C:20]([CH3:22])[CH:19]=[C:18]([CH3:23])[CH:17]=2)=[O:9])=[CH:4][CH:3]=1.[Sn]([N:44]=[N+:45]=[N-:46])(CCCC)(CCCC)CCCC.Cl. (2) Given the product [C:22]1([C:20]2[N:19]=[N:18][N:17]([CH2:16][C:12]3[CH:11]=[C:10]([CH2:9][OH:8])[CH:15]=[CH:14][CH:13]=3)[CH:21]=2)[CH:27]=[CH:26][CH:25]=[CH:24][CH:23]=1, predict the reactants needed to synthesize it. The reactants are: [H-].[H-].[H-].[H-].[Li+].[Al+3].C[O:8][C:9](=O)[C:10]1[CH:15]=[CH:14][CH:13]=[C:12]([CH2:16][N:17]2[CH:21]=[C:20]([C:22]3[CH:27]=[CH:26][CH:25]=[CH:24][CH:23]=3)[N:19]=[N:18]2)[CH:11]=1. (3) Given the product [CH2:1]([O:5][C:6]([C:8]1[N:9]=[C:10]([Br:32])[C:11]2[C:16]([C:17]=1[OH:18])=[CH:15][C:14]([O:19][C:20]1[CH:28]=[CH:27][C:23]3[O:24][CH2:25][O:26][C:22]=3[CH:21]=1)=[CH:13][CH:12]=2)=[O:7])[CH2:2][CH2:3][CH3:4], predict the reactants needed to synthesize it. The reactants are: [CH2:1]([O:5][C:6]([C:8]1[NH:9][C:10](=O)[C:11]2[C:16]([C:17]=1[OH:18])=[CH:15][C:14]([O:19][C:20]1[CH:28]=[CH:27][C:23]3[O:24][CH2:25][O:26][C:22]=3[CH:21]=1)=[CH:13][CH:12]=2)=[O:7])[CH2:2][CH2:3][CH3:4].P(Br)(Br)([Br:32])=O. (4) Given the product [F:1][C:2]1[CH:3]=[C:4]2[C:9](=[CH:10][C:11]=1[CH3:12])[C:8](=[O:13])[N:7]([CH2:26][C:25]1[CH:28]=[CH:29][C:22]([O:21][CH3:20])=[CH:23][CH:24]=1)[CH:6]=[CH:5]2, predict the reactants needed to synthesize it. The reactants are: [F:1][C:2]1[CH:3]=[C:4]2[C:9](=[CH:10][C:11]=1[CH3:12])[C:8](=[O:13])[NH:7][CH:6]=[CH:5]2.C(=O)([O-])[O-].[Cs+].[Cs+].[CH3:20][O:21][C:22]1[CH:29]=[CH:28][C:25]([CH2:26]Cl)=[CH:24][CH:23]=1.O. (5) Given the product [N:1]12[CH2:7][CH2:6][CH:5]([CH2:8][CH2:9]1)[N:4]([C:10]([C:12]1[O:13][C:14]([C:17]3[CH:22]=[CH:21][C:20]([NH:23][CH:24]=[O:26])=[CH:19][CH:18]=3)=[CH:15][CH:16]=1)=[O:11])[CH2:3][CH2:2]2, predict the reactants needed to synthesize it. The reactants are: [N:1]12[CH2:9][CH2:8][CH:5]([CH2:6][CH2:7]1)[N:4]([C:10]([C:12]1[O:13][C:14]([C:17]3[CH:22]=[CH:21][C:20]([NH2:23])=[CH:19][CH:18]=3)=[CH:15][CH:16]=1)=[O:11])[CH2:3][CH2:2]2.[CH2:24]([O:26]C=O)C. (6) Given the product [C:17]([C:14]1[CH:15]=[CH:16][C:11]([NH:10][CH2:9][CH2:8][N:3]2[CH2:7][CH2:6][CH2:5][CH2:4]2)=[N:12][CH:13]=1)#[CH:18], predict the reactants needed to synthesize it. The reactants are: [OH-].[Na+].[N:3]1([CH2:8][CH2:9][NH:10][C:11]2[CH:16]=[CH:15][C:14]([C:17]#[C:18][Si](C)(C)C)=[CH:13][N:12]=2)[CH2:7][CH2:6][CH2:5][CH2:4]1. (7) Given the product [F:1][C:2]1[C:9]([I:10])=[C:8]([CH3:11])[CH:7]=[CH:6][C:3]=1[C:17]([OH:13])=[O:18], predict the reactants needed to synthesize it. The reactants are: [F:1][C:2]1[C:9]([I:10])=[C:8]([CH3:11])[CH:7]=[CH:6][C:3]=1C#N.S(=O)(=O)(O)[OH:13].[CH3:17][OH:18]. (8) Given the product [CH2:15]([O:9][C:1](=[O:10])[C:2]1[CH:8]=[CH:7][CH:6]=[CH:5][C:3]=1[NH2:4])[CH3:16], predict the reactants needed to synthesize it. The reactants are: [C:1]([OH:10])(=[O:9])[C:2]1[C:3](=[CH:5][CH:6]=[CH:7][CH:8]=1)[NH2:4].S(Cl)(Cl)=O.[CH2:15](O)[CH3:16].